This data is from Forward reaction prediction with 1.9M reactions from USPTO patents (1976-2016). The task is: Predict the product of the given reaction. Given the reactants [F:1][C:2]1[C:7]([F:8])=[CH:6][CH:5]=[CH:4][C:3]=1[NH:9][C:10]1[CH:15]=[CH:14][N:13]=[CH:12][C:11]=1[N+:16]([O-])=O.[H][H], predict the reaction product. The product is: [F:1][C:2]1[C:7]([F:8])=[CH:6][CH:5]=[CH:4][C:3]=1[NH:9][C:10]1[CH:15]=[CH:14][N:13]=[CH:12][C:11]=1[NH2:16].